This data is from CYP2D6 inhibition data for predicting drug metabolism from PubChem BioAssay. The task is: Regression/Classification. Given a drug SMILES string, predict its absorption, distribution, metabolism, or excretion properties. Task type varies by dataset: regression for continuous measurements (e.g., permeability, clearance, half-life) or binary classification for categorical outcomes (e.g., BBB penetration, CYP inhibition). Dataset: cyp2d6_veith. (1) The molecule is COC(=O)[C@@]1(Cc2ccc(F)cc2)[C@H]2c3cc(C(=O)N(C)C)n(CCN4CCOCC4)c3C[C@H]2CN1C(=O)c1ccccc1. The result is 0 (non-inhibitor). (2) The drug is O=C(CN1C(=O)C2C3C=CC(C3)C2C1=O)Nc1ccc2c(c1)OCCO2. The result is 0 (non-inhibitor). (3) The molecule is CCOC(=O)c1ncn2c1[C@H]1CCCN1C(=O)c1cc(OC)ccc1-2. The result is 0 (non-inhibitor). (4) The drug is CCOC(=O)CCN1C(=O)[C@H]2CC[C@@H]3/C(=N\OCC(C)C)C[C@@H](O)[C@@H](O)[C@@H]3[C@@H]2C1=O. The result is 0 (non-inhibitor). (5) The compound is C=CCNC(=O)c1csc(-c2ccccc2)n1. The result is 0 (non-inhibitor). (6) The molecule is CC(=O)NCCc1ccc(O)c(O)c1. The result is 0 (non-inhibitor). (7) The drug is S[C@@H]1CCCN(Cc2ccccc2)C1. The result is 1 (inhibitor).